This data is from Full USPTO retrosynthesis dataset with 1.9M reactions from patents (1976-2016). The task is: Predict the reactants needed to synthesize the given product. (1) Given the product [NH2:1][C:4]1[CH:12]=[C:11]2[C:7]([CH2:8][O:9][C:10]2=[O:13])=[CH:6][CH:5]=1, predict the reactants needed to synthesize it. The reactants are: [N+:1]([C:4]1[CH:12]=[C:11]2[C:7]([CH2:8][O:9][C:10]2=[O:13])=[CH:6][CH:5]=1)([O-])=O. (2) The reactants are: OC(C(F)(F)F)=O.[CH:8]([N:11]1[C:15]([C:16]2[S:17][C:18]3[CH2:19][CH2:20][O:21][C:22]4[CH:29]=[C:28]([CH:30]5[CH2:35][CH2:34][NH:33][CH2:32][CH2:31]5)[CH:27]=[CH:26][C:23]=4[C:24]=3[N:25]=2)=[N:14][CH:13]=[N:12]1)([CH3:10])[CH3:9].C(=O)([O-])[O-].[K+].[K+].Cl[CH2:43][C:44]([N:46]([CH3:48])[CH3:47])=[O:45]. Given the product [CH:8]([N:11]1[C:15]([C:16]2[S:17][C:18]3[CH2:19][CH2:20][O:21][C:22]4[CH:29]=[C:28]([CH:30]5[CH2:35][CH2:34][N:33]([CH2:43][C:44]([N:46]([CH3:48])[CH3:47])=[O:45])[CH2:32][CH2:31]5)[CH:27]=[CH:26][C:23]=4[C:24]=3[N:25]=2)=[N:14][CH:13]=[N:12]1)([CH3:10])[CH3:9], predict the reactants needed to synthesize it. (3) Given the product [C:29]([O:28][C:26]([N:23]1[CH2:24][CH2:25][N:20]([C:17]2[N:16]=[CH:15][C:14]([O:13][CH2:12][C:11]3[CH:10]=[CH:9][C:8]([C:6]([OH:7])=[O:5])=[CH:34][CH:33]=3)=[CH:19][N:18]=2)[CH2:21][CH2:22]1)=[O:27])([CH3:32])([CH3:30])[CH3:31], predict the reactants needed to synthesize it. The reactants are: O.[OH-].[Li+].C[O:5][C:6]([C:8]1[CH:34]=[CH:33][C:11]([CH2:12][O:13][C:14]2[CH:15]=[N:16][C:17]([N:20]3[CH2:25][CH2:24][N:23]([C:26]([O:28][C:29]([CH3:32])([CH3:31])[CH3:30])=[O:27])[CH2:22][CH2:21]3)=[N:18][CH:19]=2)=[CH:10][CH:9]=1)=[O:7].Cl. (4) Given the product [Cl:8][C:3]1[C:4]([CH3:7])=[N:5][O:6][C:2]=1[NH:1][S:15]([C:11]1[CH:10]=[C:9]([C:19]2[CH:20]=[CH:21][CH:22]=[CH:23][CH:24]=2)[CH:14]=[CH:13][CH:12]=1)(=[O:17])=[O:16], predict the reactants needed to synthesize it. The reactants are: [NH2:1][C:2]1[O:6][N:5]=[C:4]([CH3:7])[C:3]=1[Cl:8].[C:9]1([C:19]2[CH:24]=[CH:23][CH:22]=[CH:21][CH:20]=2)[CH:14]=[CH:13][CH:12]=[C:11]([S:15](Cl)(=[O:17])=[O:16])[CH:10]=1.